Dataset: Forward reaction prediction with 1.9M reactions from USPTO patents (1976-2016). Task: Predict the product of the given reaction. (1) Given the reactants [CH2:1]=[C:2]([CH:7]=[CH2:8])[CH2:3][CH2:4][CH2:5][NH2:6].[OH-].[K+].[C:11]1([S:17](Cl)(=[O:19])=[O:18])[CH:16]=[CH:15][CH:14]=[CH:13][CH:12]=1, predict the reaction product. The product is: [CH2:1]=[C:2]([CH:7]=[CH2:8])[CH2:3][CH2:4][CH2:5][NH:6][S:17]([C:11]1[CH:16]=[CH:15][CH:14]=[CH:13][CH:12]=1)(=[O:19])=[O:18]. (2) The product is: [F:12][C:11]1[C:10]2[C:5](=[CH:6][CH:7]=[CH:8][CH:9]=2)[C:4]([C:13]#[CH:14])=[CH:3][CH:2]=1. Given the reactants C[C:2]1[C:3](C)=[C:4]([C:13]#[C:14]CO)[C:5]2[C:10]([C:11]=1[F:12])=[CH:9][CH:8]=[CH:7][CH:6]=2.[OH-].[Na+].C1(C)C=CC=CC=1, predict the reaction product.